From a dataset of Reaction yield outcomes from USPTO patents with 853,638 reactions. Predict the reaction yield, written as a fraction of the theoretical maximum amount of product (1.0 means a 100% yield; for example, 0.34 means a 34% yield). (1) The reactants are [Cl:1][C:2]1[NH:3][C:4]2[CH:10]=[C:9]([O:11]C)[CH:8]=[CH:7][C:5]=2[N:6]=1.B(Br)(Br)Br. The catalyst is ClCCl. The product is [Cl:1][C:2]1[NH:3][C:4]2[CH:10]=[C:9]([OH:11])[CH:8]=[CH:7][C:5]=2[N:6]=1. The yield is 0.990. (2) The reactants are [CH2:1]([NH:6][CH2:7][C:8]1[S:12][C:11](B(O)O)=[CH:10][CH:9]=1)[CH2:2][CH2:3][CH2:4][CH3:5].Br[C:17]1[CH:18]=[C:19]2[C:23](=[C:24]([C:26]([NH2:28])=[O:27])[CH:25]=1)[NH:22][CH:21]=[C:20]2[CH:29]1[CH2:34][CH2:33][N:32]([S:35]([CH2:38][CH3:39])(=[O:37])=[O:36])[CH2:31][CH2:30]1.C([O-])([O-])=O.[K+].[K+]. The catalyst is C1C=CC([P]([Pd]([P](C2C=CC=CC=2)(C2C=CC=CC=2)C2C=CC=CC=2)([P](C2C=CC=CC=2)(C2C=CC=CC=2)C2C=CC=CC=2)[P](C2C=CC=CC=2)(C2C=CC=CC=2)C2C=CC=CC=2)(C2C=CC=CC=2)C2C=CC=CC=2)=CC=1. The product is [CH2:38]([S:35]([N:32]1[CH2:31][CH2:30][CH:29]([C:20]2[C:19]3[C:23](=[C:24]([C:26]([NH2:28])=[O:27])[CH:25]=[C:17]([C:11]4[S:12][C:8]([CH2:7][NH:6][CH2:1][CH2:2][CH2:3][CH2:4][CH3:5])=[CH:9][CH:10]=4)[CH:18]=3)[NH:22][CH:21]=2)[CH2:34][CH2:33]1)(=[O:37])=[O:36])[CH3:39]. The yield is 0.200. (3) The reactants are Cl.[NH2:2][CH2:3][C:4]([NH:6][CH:7]([C:24]([N:26]1[CH2:31][CH2:30][CH2:29][CH2:28][CH2:27]1)=[O:25])[CH2:8][NH:9][C:10]([CH:12]1[CH2:17][CH2:16][N:15]([C:18]2[CH:23]=[CH:22][N:21]=[CH:20][CH:19]=2)[CH2:14][CH2:13]1)=[O:11])=[O:5].[Cl:32][C:33]1[CH:34]=[C:35]([S:40](Cl)(=[O:42])=[O:41])[CH:36]=[CH:37][C:38]=1[Cl:39]. No catalyst specified. The product is [Cl:32][C:33]1[CH:34]=[C:35]([S:40]([NH:2][CH2:3][C:4]([NH:6][CH:7]([C:24]([N:26]2[CH2:27][CH2:28][CH2:29][CH2:30][CH2:31]2)=[O:25])[CH2:8][NH:9][C:10]([CH:12]2[CH2:17][CH2:16][N:15]([C:18]3[CH:23]=[CH:22][N:21]=[CH:20][CH:19]=3)[CH2:14][CH2:13]2)=[O:11])=[O:5])(=[O:41])=[O:42])[CH:36]=[CH:37][C:38]=1[Cl:39]. The yield is 0.270. (4) The catalyst is C(OCC)(=O)C. The yield is 0.850. The product is [C:1]1([CH:7]([CH:12]2[CH2:17][CH2:16][N:15]([C:21]3[N:20]=[CH:23][CH:24]=[CH:35][N:36]=3)[CH2:14][CH2:13]2)[C:8]([O:10][CH3:11])=[O:9])[CH:2]=[CH:3][CH:4]=[CH:5][CH:6]=1. The reactants are [C:1]1([CH:7]([CH:12]2[CH2:17][CH2:16][NH:15][CH2:14][CH2:13]2)[C:8]([O:10][CH3:11])=[O:9])[CH:6]=[CH:5][CH:4]=[CH:3][CH:2]=1.C([N:20]([CH2:23][CH3:24])[CH2:21]C)C.C(Cl)(=O)C1C=CC=CC=1.C[C:35]#[N:36]. (5) The reactants are [CH3:1][O:2][C:3]1[CH:8]=[CH:7][C:6]([C:9]([F:12])([F:11])[F:10])=[CH:5][C:4]=1[NH:13][NH2:14].[CH3:15][CH2:16][O:17][C:18]([CH:20]([C:24]([CH3:26])=O)[C:21]([CH3:23])=O)=[O:19].C(Cl)Cl. The catalyst is C(Cl)Cl.CO. The product is [CH2:16]([O:17][C:18]([C:20]1[C:21]([CH3:23])=[N:14][N:13]([C:4]2[CH:5]=[C:6]([C:9]([F:11])([F:12])[F:10])[CH:7]=[CH:8][C:3]=2[O:2][CH3:1])[C:24]=1[CH3:26])=[O:19])[CH3:15]. The yield is 0.580.